Dataset: Kir2.1 potassium channel HTS with 301,493 compounds. Task: Binary Classification. Given a drug SMILES string, predict its activity (active/inactive) in a high-throughput screening assay against a specified biological target. (1) The drug is s1c(C(Oc2c(CN3C4C(CC3C(OC)=O)CCC(O)C4)cccc2)=O)ccc1. The result is 0 (inactive). (2) The molecule is Fc1c(c2nc(NCc3occc3)c3c(n2)cccc3)cccc1. The result is 0 (inactive). (3) The compound is S(=O)(=O)(Nc1ccccc1)c1ccc(F)cc1. The result is 0 (inactive). (4) The molecule is S(=O)(=O)(NCc1ccc(C(=O)N2CCN(CC2)Cc2ccccc2)cc1)c1ccc(cc1)C. The result is 0 (inactive). (5) The compound is S(=O)(=O)(N(CC)c1ccc(OC)cc1)c1cc2CC(N(C(=O)C3CC3)c2cc1)C. The result is 0 (inactive). (6) The result is 0 (inactive). The molecule is O(CCCCC)C(=O)c1c2c([nH]c(=O)c1)cccc2.